This data is from Forward reaction prediction with 1.9M reactions from USPTO patents (1976-2016). The task is: Predict the product of the given reaction. Given the reactants [NH:1]1[CH2:6][CH2:5][CH:4]([C:7]2[CH:15]=[CH:14][CH:13]=[C:12]3[C:8]=2[CH2:9][C:10](=[O:16])[NH:11]3)[CH2:3][CH2:2]1.[CH2:17]([C:19]1[NH:23][C:22]([CH:24]=O)=[C:21]([CH2:26][CH2:27][C:28]([OH:30])=[O:29])[CH:20]=1)[CH3:18], predict the reaction product. The product is: [CH2:17]([C:19]1[NH:23][C:22]([CH:24]=[C:9]2[C:8]3[C:12](=[CH:13][CH:14]=[CH:15][C:7]=3[CH:4]3[CH2:3][CH2:2][NH:1][CH2:6][CH2:5]3)[NH:11][C:10]2=[O:16])=[C:21]([CH2:26][CH2:27][C:28]([OH:30])=[O:29])[CH:20]=1)[CH3:18].